From a dataset of Full USPTO retrosynthesis dataset with 1.9M reactions from patents (1976-2016). Predict the reactants needed to synthesize the given product. (1) Given the product [Cl:37][C:34]1[CH:35]=[CH:36][C:31]([CH2:30][N:13]2[C:14]3=[N:15][C:16]([CH3:20])=[CH:17][CH:18]=[C:19]3[C:11]([C:7]3[N:8]=[N:9][C:10]4[C:2]([CH3:22])([CH3:1])[C:3](=[O:21])[NH:4][C:5]=4[N:6]=3)=[N:12]2)=[C:32]([F:38])[CH:33]=1, predict the reactants needed to synthesize it. The reactants are: [CH3:1][C:2]1([CH3:22])[C:10]2[N:9]=[N:8][C:7]([C:11]3[C:19]4[C:14](=[N:15][C:16]([CH3:20])=[CH:17][CH:18]=4)[NH:13][N:12]=3)=[N:6][C:5]=2[NH:4][C:3]1=[O:21].C(=O)([O-])[O-].[Cs+].[Cs+].Br[CH2:30][C:31]1[CH:36]=[CH:35][C:34]([Cl:37])=[CH:33][C:32]=1[F:38].O. (2) Given the product [F:1][C:2]1[CH:14]=[CH:13][C:5]([CH2:6][N:7]2[CH2:12][CH2:11][N:10]([C:34](=[O:35])[CH2:33][N:17]3[CH2:18][CH2:19][C:20]([C:21]4[CH:26]=[CH:25][CH:24]=[CH:23][CH:22]=4)([C:27]4[CH:32]=[CH:31][CH:30]=[CH:29][CH:28]=4)[C:16]3=[O:15])[CH2:9][CH2:8]2)=[CH:4][CH:3]=1, predict the reactants needed to synthesize it. The reactants are: [F:1][C:2]1[CH:14]=[CH:13][C:5]([CH2:6][N:7]2[CH2:12][CH2:11][NH:10][CH2:9][CH2:8]2)=[CH:4][CH:3]=1.[O:15]=[C:16]1[C:20]([C:27]2[CH:32]=[CH:31][CH:30]=[CH:29][CH:28]=2)([C:21]2[CH:26]=[CH:25][CH:24]=[CH:23][CH:22]=2)[CH2:19][CH2:18][N:17]1[CH2:33][C:34](O)=[O:35].C(N(C(C)C)CC)(C)C. (3) Given the product [S:1]([C:5]1[S:6][C:7]2[CH:13]=[C:12]([O:14][CH2:15][C:16]3[N:17]=[N:18][N:19]([CH2:21][C:22]([N:24]([CH2:36][C:37]([OH:39])=[O:38])[CH2:25][C:26]4[CH:27]=[CH:28][C:29]([C:32]([F:34])([F:35])[F:33])=[CH:30][CH:31]=4)=[O:23])[CH:20]=3)[CH:11]=[CH:10][C:8]=2[N:9]=1)(=[O:3])(=[O:4])[NH2:2], predict the reactants needed to synthesize it. The reactants are: [S:1]([C:5]1[S:6][C:7]2[CH:13]=[C:12]([O:14][CH2:15][C:16]3[N:17]=[N:18][N:19]([CH2:21][C:22]([N:24]([CH2:36][C:37]([O:39]CC)=[O:38])[CH2:25][C:26]4[CH:31]=[CH:30][C:29]([C:32]([F:35])([F:34])[F:33])=[CH:28][CH:27]=4)=[O:23])[CH:20]=3)[CH:11]=[CH:10][C:8]=2[N:9]=1)(=[O:4])(=[O:3])[NH2:2].[Li+].[OH-]. (4) Given the product [CH2:6]([O:13][C:14]1[C:15]([C:26]([C:28]2[CH:33]=[CH:32][CH:31]=[CH:30][CH:29]=2)=[CH2:2])=[CH:16][CH:17]=[CH:18][C:19]=1[C:20]1[CH:25]=[CH:24][CH:23]=[CH:22][N:21]=1)[C:7]1[CH:12]=[CH:11][CH:10]=[CH:9][CH:8]=1, predict the reactants needed to synthesize it. The reactants are: [Li][CH2:2]CCC.[CH2:6]([O:13][C:14]1[C:19]([C:20]2[CH:25]=[CH:24][CH:23]=[CH:22][N:21]=2)=[CH:18][CH:17]=[CH:16][C:15]=1[C:26]([C:28]1[CH:33]=[CH:32][CH:31]=[CH:30][CH:29]=1)=O)[C:7]1[CH:12]=[CH:11][CH:10]=[CH:9][CH:8]=1. (5) Given the product [Cl:1][C:2]1[CH:18]=[CH:17][C:5]2[CH2:6][CH2:7][N:8]([C:11](=[O:16])[C:12]([F:14])([F:13])[F:15])[CH2:9][CH2:10][C:4]=2[C:3]=1[NH:27][CH2:28][C:29]1[CH:43]=[CH:42][C:32]([C:33]([NH:35][CH:36]2[CH2:37][CH2:38][CH2:39][CH2:40][CH2:41]2)=[O:34])=[C:31]([F:44])[CH:30]=1, predict the reactants needed to synthesize it. The reactants are: [Cl:1][C:2]1[CH:18]=[CH:17][C:5]2[CH2:6][CH2:7][N:8]([C:11](=[O:16])[C:12]([F:15])([F:14])[F:13])[CH2:9][CH2:10][C:4]=2[C:3]=1OS(C(F)(F)F)(=O)=O.[NH2:27][CH2:28][C:29]1[CH:43]=[CH:42][C:32]([C:33]([NH:35][CH:36]2[CH2:41][CH2:40][CH2:39][CH2:38][CH2:37]2)=[O:34])=[C:31]([F:44])[CH:30]=1.